This data is from Full USPTO retrosynthesis dataset with 1.9M reactions from patents (1976-2016). The task is: Predict the reactants needed to synthesize the given product. (1) Given the product [CH:1]12[CH2:29][CH2:28][CH:4]([N:5]([C:7]3[N:12]=[C:11]([C:13]4[CH:14]=[CH:15][C:16]([NH:17][C:45]([NH:44][CH3:47])=[O:46])=[CH:18][CH:19]=4)[N:10]=[C:9]4[N:20]([CH2:23][C:24]([F:26])([F:27])[F:25])[N:21]=[CH:22][C:8]=34)[CH2:6]1)[CH2:3][O:2]2, predict the reactants needed to synthesize it. The reactants are: [CH:1]12[CH2:29][CH2:28][CH:4]([N:5]([C:7]3[N:12]=[C:11]([C:13]4[CH:19]=[CH:18][C:16]([NH2:17])=[CH:15][CH:14]=4)[N:10]=[C:9]4[N:20]([CH2:23][C:24]([F:27])([F:26])[F:25])[N:21]=[CH:22][C:8]=34)[CH2:6]1)[CH2:3][O:2]2.ClC(Cl)(OC(=O)OC(Cl)(Cl)Cl)Cl.CN.[N:44]([C:47]1C=CC(C2N=C3N(CC(F)(F)F)N=CC3=C(N3CC4CCC3CO4)N=2)=CC=1)=[C:45]=[O:46]. (2) The reactants are: [O:1]=[C:2]1[C:11]2[C:10]([C:12]([F:15])([F:14])[F:13])=[CH:9][CH:8]=[CH:7][C:6]=2[C@H:5]2[CH2:16][N:17](C(OC(C)(C)C)=O)[CH2:18][C@@H:4]2[NH:3]1.[ClH:26]. Given the product [ClH:26].[F:15][C:12]([F:13])([F:14])[C:10]1[C:11]2[C:2](=[O:1])[NH:3][C@H:4]3[CH2:18][NH:17][CH2:16][C@@H:5]3[C:6]=2[CH:7]=[CH:8][CH:9]=1, predict the reactants needed to synthesize it. (3) Given the product [C:12]1([C:43]2[CH:48]=[CH:47][CH:46]=[CH:45][CH:44]=2)[CH:17]=[CH:16][C:15]([C:18]2[N:23]=[C:22]([C:24]3[CH:29]=[CH:28][C:27]([C:30]4[CH:35]=[CH:34][CH:33]=[CH:32][CH:31]=4)=[CH:26][CH:25]=3)[N:21]=[C:20]([C:36]3[CH:41]=[CH:40][C:39]([C:58]4[N:57]=[C:56]([C:54]5[CH:53]=[CH:52][CH:51]=[CH:50][N:55]=5)[CH:61]=[CH:60][CH:59]=4)=[CH:38][CH:37]=3)[N:19]=2)=[CH:14][CH:13]=1, predict the reactants needed to synthesize it. The reactants are: CCCCCC.C([Li])CCC.[C:12]1([C:43]2[CH:48]=[CH:47][CH:46]=[CH:45][CH:44]=2)[CH:17]=[CH:16][C:15]([C:18]2[N:23]=[C:22]([C:24]3[CH:29]=[CH:28][C:27]([C:30]4[CH:35]=[CH:34][CH:33]=[CH:32][CH:31]=4)=[CH:26][CH:25]=3)[N:21]=[C:20]([C:36]3[CH:41]=[CH:40][C:39](Br)=[CH:38][CH:37]=3)[N:19]=2)=[CH:14][CH:13]=1.Br[C:50]1[N:55]=[C:54]([C:56]2[CH:61]=[CH:60][CH:59]=[CH:58][N:57]=2)[CH:53]=[CH:52][CH:51]=1. (4) Given the product [C:3]([O:7][CH:8]([C:14]1[C:18]([C:19]2[CH:20]=[CH:21][C:22]3[O:27][CH2:26][CH2:25][CH2:24][C:23]=3[CH:28]=2)=[C:17]([C:29]2[CH:34]=[CH:33][N:32]=[CH:31][CH:30]=2)[S:16][C:15]=1[CH3:35])[C:9]([OH:11])=[O:10])([CH3:6])([CH3:5])[CH3:4], predict the reactants needed to synthesize it. The reactants are: [OH-].[K+].[C:3]([O:7][CH:8]([C:14]1[C:18]([C:19]2[CH:20]=[CH:21][C:22]3[O:27][CH2:26][CH2:25][CH2:24][C:23]=3[CH:28]=2)=[C:17]([C:29]2[CH:34]=[CH:33][N:32]=[CH:31][CH:30]=2)[S:16][C:15]=1[CH3:35])[C:9]([O:11]CC)=[O:10])([CH3:6])([CH3:5])[CH3:4]. (5) Given the product [N:1]1[O:2][N:3]=[C:4]2[C:9]([CH:10]3[C:15]([C:16]#[N:17])=[C:14]([CH:18]4[CH2:19][CH2:20][NH:21][CH2:22][CH2:23]4)[NH:13][C:12]4=[N:31][NH:32][CH:33]=[C:11]34)=[CH:8][CH:7]=[CH:6][C:5]=12, predict the reactants needed to synthesize it. The reactants are: [N:1]1[O:2][N:3]=[C:4]2[C:9]([CH:10]3[C:15]([C:16]#[N:17])=[C:14]([CH:18]4[CH2:23][CH2:22][N:21](C(OC(C)(C)C)=O)[CH2:20][CH2:19]4)[NH:13][C:12]4=[N:31][NH:32][CH:33]=[C:11]34)=[CH:8][CH:7]=[CH:6][C:5]=12. (6) The reactants are: [CH3:1][O:2][C:3]([C:5]1[S:19][C:8]2[C:9]3[CH:10]=[CH:11][C:12]([C:16](O)=[O:17])=[CH:13][C:14]=3[S:15][C:7]=2[C:6]=1[O:20][CH2:21][C:22]([O:24][CH2:25][CH3:26])=[O:23])=[O:4].C(N1C=CN=C1)(N1C=CN=C1)=O.[CH:39]1([NH2:45])[CH2:44][CH2:43][CH2:42][CH2:41][CH2:40]1. Given the product [CH3:1][O:2][C:3]([C:5]1[S:19][C:8]2[C:9]3[CH:10]=[CH:11][C:12]([C:16](=[O:17])[NH:45][CH:39]4[CH2:44][CH2:43][CH2:42][CH2:41][CH2:40]4)=[CH:13][C:14]=3[S:15][C:7]=2[C:6]=1[O:20][CH2:21][C:22]([O:24][CH2:25][CH3:26])=[O:23])=[O:4], predict the reactants needed to synthesize it. (7) Given the product [ClH:41].[CH2:27]([O:26][C:24](=[O:25])[NH:23][C:19]1[C:20]([F:22])=[CH:21][C:16]([CH2:15][C@H:12]2[C@H:13]([OH:14])[C@@H:8]([NH2:7])[CH2:9][S:10](=[O:38])(=[O:39])[CH2:11]2)=[CH:17][C:18]=1[CH2:34][CH2:35][CH2:36][CH3:37])[C:28]1[CH:29]=[CH:30][CH:31]=[CH:32][CH:33]=1, predict the reactants needed to synthesize it. The reactants are: C(OC(=O)[NH:7][C@@H:8]1[C@@H:13]([OH:14])[C@H:12]([CH2:15][C:16]2[CH:21]=[C:20]([F:22])[C:19]([NH:23][C:24]([O:26][CH2:27][C:28]3[CH:33]=[CH:32][CH:31]=[CH:30][CH:29]=3)=[O:25])=[C:18]([CH2:34][CH2:35][CH2:36][CH3:37])[CH:17]=2)[CH2:11][S:10](=[O:39])(=[O:38])[CH2:9]1)(C)(C)C.[ClH:41].